Dataset: Retrosynthesis with 50K atom-mapped reactions and 10 reaction types from USPTO. Task: Predict the reactants needed to synthesize the given product. (1) Given the product CCC(C)(O/C=C\CC(C)(C)O[Si](CC)(CC)CC)C1=CC[C@H]2C3=CC=C4C[C@@H](O[Si](C)(C)C(C)(C)C)C[C@H](O[Si](C)(C)C(C)(C)C)[C@]4(C)[C@H]3CC[C@]12C, predict the reactants needed to synthesize it. The reactants are: CCC(C)(O)C1=CC[C@H]2C3=CC=C4C[C@@H](O[Si](C)(C)C(C)(C)C)C[C@H](O[Si](C)(C)C(C)(C)C)[C@]4(C)[C@H]3CC[C@]12C.CC[Si](CC)(CC)OC(C)(C)C/C=C\Br. (2) Given the product COCCOc1cccc(Cn2cc(-c3noc(-c4ccc(C5CC5)cc4)n3)ccc2=O)c1, predict the reactants needed to synthesize it. The reactants are: COCCOc1cccc(Cn2cc(-c3noc(-c4ccc(Br)cc4)n3)ccc2=O)c1.OB(O)C1CC1. (3) Given the product O=[N+]([O-])c1ccc(NCCc2cscn2)cc1, predict the reactants needed to synthesize it. The reactants are: NCCc1cscn1.O=[N+]([O-])c1ccc(F)cc1. (4) Given the product Cc1ccccc1CN(c1ccc(C#N)c(Cl)c1)[C@H]1CCN(Cc2ccc(O)c(C(=O)O)c2)C1, predict the reactants needed to synthesize it. The reactants are: Cc1ccccc1CN(c1ccc(C#N)c(Cl)c1)[C@H]1CCNC1.O=Cc1ccc(O)c(C(=O)O)c1. (5) Given the product CC(C)(C)OC(=O)NC1(/C=C/c2ccc(C#CCCCOCc3ccccc3)cc2)COC(C)(C)OC1, predict the reactants needed to synthesize it. The reactants are: C#CCCCOCc1ccccc1.CC(C)(C)OC(=O)NC1(/C=C/c2ccc(Br)cc2)COC(C)(C)OC1. (6) Given the product COc1ccc(C(O)C#Cc2cccc3c2/C(=C/c2[nH]ccc2OC)C(=O)N3)cc1O, predict the reactants needed to synthesize it. The reactants are: C#CC(O)c1ccc(OC)c(O)c1.COc1cc[nH]c1/C=C1\C(=O)Nc2cccc(Br)c21. (7) Given the product COc1ccc(C(=O)Nc2nc(C(Cl)(Cl)Cl)ns2)cc1, predict the reactants needed to synthesize it. The reactants are: COc1ccc(C(=O)Cl)cc1.Nc1nc(C(Cl)(Cl)Cl)ns1. (8) Given the product C[C@](O)(C(=O)Nc1cccc2c1C(=O)c1sccc1CO2)C(F)(F)F, predict the reactants needed to synthesize it. The reactants are: C[C@](O)(C(=O)O)C(F)(F)F.Nc1cccc2c1C(=O)c1sccc1CO2. (9) Given the product COc1nc(Cl)cnc1NS(=O)(=O)c1ccc(C)s1, predict the reactants needed to synthesize it. The reactants are: COc1nc(Cl)cnc1N.Cc1ccc(S(=O)(=O)Cl)s1. (10) Given the product O=[N+]([O-])c1cnccc1[C@H]1C[C@@H](O)CC2(CC2)O1, predict the reactants needed to synthesize it. The reactants are: O=C1CC(c2ccncc2[N+](=O)[O-])OC2(CC2)C1.